Dataset: Forward reaction prediction with 1.9M reactions from USPTO patents (1976-2016). Task: Predict the product of the given reaction. The product is: [F:1][C:2]1[CH:3]=[CH:4][C:5]([NH:6][C:7]([NH:9][C:10]2[CH:31]=[CH:30][C:13]([O:14][C:15]3[C:24]4[C:19](=[CH:20][C:21]([O:28][CH3:29])=[C:22]([C:25]([O:27][CH2:56][CH2:55][O:54][CH3:53])=[O:26])[CH:23]=4)[N:18]=[CH:17][CH:16]=3)=[CH:12][CH:11]=2)=[O:8])=[CH:32][CH:33]=1. Given the reactants [F:1][C:2]1[CH:33]=[CH:32][C:5]([NH:6][C:7]([NH:9][C:10]2[CH:31]=[CH:30][C:13]([O:14][C:15]3[C:24]4[C:19](=[CH:20][C:21]([O:28][CH3:29])=[C:22]([C:25]([OH:27])=[O:26])[CH:23]=4)[N:18]=[CH:17][CH:16]=3)=[CH:12][CH:11]=2)=[O:8])=[CH:4][CH:3]=1.Cl.C(N=C=NCCCN(C)C)C.C(N(CC)CC)C.[CH3:53][O:54][CH2:55][CH2:56]O, predict the reaction product.